The task is: Predict the product of the given reaction.. This data is from Forward reaction prediction with 1.9M reactions from USPTO patents (1976-2016). (1) Given the reactants Cl[C:2]1[N:7]=[CH:6][N:5]=[C:4]([NH:8][C:9]2[CH:33]=[CH:32][C:12]([C:13]([NH:15][C:16]3[S:20][N:19]=[C:18]([C:21]4[CH:26]=[CH:25][C:24]([F:27])=[C:23]([C:28]([F:31])([F:30])[F:29])[CH:22]=4)[N:17]=3)=[O:14])=[CH:11][CH:10]=2)[CH:3]=1.[NH:34]1[CH2:37][CH:36]([OH:38])[CH2:35]1, predict the reaction product. The product is: [OH:38][CH:36]1[CH2:37][N:34]([C:2]2[N:7]=[CH:6][N:5]=[C:4]([NH:8][C:9]3[CH:33]=[CH:32][C:12]([C:13]([NH:15][C:16]4[S:20][N:19]=[C:18]([C:21]5[CH:26]=[CH:25][C:24]([F:27])=[C:23]([C:28]([F:31])([F:30])[F:29])[CH:22]=5)[N:17]=4)=[O:14])=[CH:11][CH:10]=3)[CH:3]=2)[CH2:35]1. (2) Given the reactants ClC1[N:3]=[C:4]2[C:9](=[CH:10][CH:11]=1)[N:8]=[CH:7][C:6]([CH2:12][NH:13][CH3:14])=[C:5]2[NH:15][CH:16]1[CH2:21][CH2:20][N:19]([C:22]([O:24][C:25]([CH3:28])([CH3:27])[CH3:26])=[O:23])[CH2:18][CH2:17]1.Cl[C:30](Cl)([O:32]C(=O)OC(Cl)(Cl)Cl)Cl.C(N(CC)CC)C.Cl[CH2:49][Cl:50], predict the reaction product. The product is: [Cl:50][C:49]1[CH:11]=[CH:10][C:9]2[N:8]=[CH:7][C:6]3[CH2:12][N:13]([CH3:14])[C:30](=[O:32])[N:15]([CH:16]4[CH2:17][CH2:18][N:19]([C:22]([O:24][C:25]([CH3:26])([CH3:28])[CH3:27])=[O:23])[CH2:20][CH2:21]4)[C:5]=3[C:4]=2[N:3]=1. (3) Given the reactants B.CSC.[C:5]([O:9][C:10]([N:12]1[CH2:18][CH2:17][C:16]2[C:19]([C:24]#[N:25])=[C:20]([Cl:23])[CH:21]=[CH:22][C:15]=2[CH2:14][CH2:13]1)=[O:11])([CH3:8])([CH3:7])[CH3:6], predict the reaction product. The product is: [NH2:25][CH2:24][C:19]1[C:16]2[CH2:17][CH2:18][N:12]([C:10]([O:9][C:5]([CH3:7])([CH3:6])[CH3:8])=[O:11])[CH2:13][CH2:14][C:15]=2[CH:22]=[CH:21][C:20]=1[Cl:23]. (4) Given the reactants [I:1]N1C(=O)CCC1=O.[CH2:9]([O:16][C:17]1[CH:22]=[CH:21][N:20]([CH:23]2[CH2:28][CH2:27][N:26]([C:29]([O:31][C:32]([CH3:35])([CH3:34])[CH3:33])=[O:30])[CH2:25][CH2:24]2)[C:19](=[O:36])[CH:18]=1)[C:10]1[CH:15]=[CH:14][CH:13]=[CH:12][CH:11]=1.C(=O)(O)[O-].[Na+], predict the reaction product. The product is: [CH2:9]([O:16][C:17]1[CH:22]=[CH:21][N:20]([CH:23]2[CH2:28][CH2:27][N:26]([C:29]([O:31][C:32]([CH3:33])([CH3:35])[CH3:34])=[O:30])[CH2:25][CH2:24]2)[C:19](=[O:36])[C:18]=1[I:1])[C:10]1[CH:15]=[CH:14][CH:13]=[CH:12][CH:11]=1. (5) Given the reactants CS(O[CH2:6][CH2:7][C:8]1[CH:13]=[CH:12][C:11]([C:14]2[CH:19]=[CH:18][CH:17]=[C:16]([N:20]3[C:25]4[N:26]=[CH:27][C:28]([F:30])=[CH:29][C:24]=4[C:23](=[O:31])[N:22]([C@H:32]4[CH2:37][CH2:36][C@@H:35]([NH:38][C:39]([C:41]5[N:42]=[C:43]6[CH:48]=[CH:47][C:46]([F:49])=[CH:45][N:44]6[CH:50]=5)=[O:40])[CH2:34][CH2:33]4)[C:21]3=[O:51])[CH:15]=2)=[CH:10][CH:9]=1)(=O)=O.[CH3:52][N:53]1[CH2:58][CH2:57][NH:56][CH2:55][CH2:54]1.C(=O)([O-])[O-].[K+].[K+].O, predict the reaction product. The product is: [F:49][C:46]1[CH:47]=[CH:48][C:43]2[N:44]([CH:50]=[C:41]([C:39]([NH:38][C@H:35]3[CH2:36][CH2:37][C@@H:32]([N:22]4[C:23](=[O:31])[C:24]5[CH:29]=[C:28]([F:30])[CH:27]=[N:26][C:25]=5[N:20]([C:16]5[CH:15]=[C:14]([C:11]6[CH:12]=[CH:13][C:8]([CH2:7][CH2:6][N:56]7[CH2:57][CH2:58][N:53]([CH3:52])[CH2:54][CH2:55]7)=[CH:9][CH:10]=6)[CH:19]=[CH:18][CH:17]=5)[C:21]4=[O:51])[CH2:33][CH2:34]3)=[O:40])[N:42]=2)[CH:45]=1. (6) Given the reactants [ClH:1].[CH3:2][C:3]1[CH:8]=[C:7]([NH:9][C:10]2[CH:15]=[C:14]([C:16]([F:19])([F:18])[F:17])[CH:13]=[CH:12][N:11]=2)[N:6]=[C:5]([C:20]([NH:22][NH:23]C(OC(C)(C)C)=O)=[O:21])[CH:4]=1, predict the reaction product. The product is: [ClH:1].[CH3:2][C:3]1[CH:8]=[C:7]([NH:9][C:10]2[CH:15]=[C:14]([C:16]([F:19])([F:17])[F:18])[CH:13]=[CH:12][N:11]=2)[N:6]=[C:5]([C:20]([NH:22][NH2:23])=[O:21])[CH:4]=1. (7) Given the reactants [CH2:1]([C:3]1[C:4]([NH:13][C@H:14]2[CH2:18][CH2:17][CH2:16][C@@H:15]2[NH:19][C:20](=[O:33])[C:21]2C=CC=CC=2C2ON=C(C)N=2)=[N:5][CH:6]=[C:7]([C:9]([F:12])([F:11])[F:10])[N:8]=1)[CH3:2].Cl.C(C1C(N[C@H]2CCC[C@@H]2N)=NC=C(C(F)(F)F)N=1)C.[N:54]1[CH:59]=[CH:58][CH:57]=[N:56][C:55]=1[C:60]1C(C(O)=O)=[N:62][CH:63]=[CH:64][CH:65]=1, predict the reaction product. The product is: [CH2:1]([C:3]1[C:4]([NH:13][C@H:14]2[CH2:18][CH2:17][CH2:16][C@@H:15]2[NH:19][C:20]([C:21]2[C:60]([C:55]3[N:54]=[CH:59][CH:58]=[CH:57][N:56]=3)=[CH:65][CH:64]=[CH:63][N:62]=2)=[O:33])=[N:5][CH:6]=[C:7]([C:9]([F:10])([F:11])[F:12])[N:8]=1)[CH3:2]. (8) Given the reactants [C:1]([C:3]1[CH:27]=[CH:26][C:6]([O:7][C:8]2[CH:9]=[C:10]([CH:14]=[C:15]([O:17][C:18]3[CH:23]=[CH:22][C:21]([C:24]#[N:25])=[CH:20][CH:19]=3)[N:16]=2)[C:11](O)=[O:12])=[CH:5][CH:4]=1)#[N:2].[C:28]([O:32][C:33]([N:35]1[CH2:40][CH2:39][CH:38]([NH2:41])[CH2:37][CH2:36]1)=[O:34])([CH3:31])([CH3:30])[CH3:29], predict the reaction product. The product is: [C:28]([O:32][C:33]([N:35]1[CH2:40][CH2:39][CH:38]([NH:41][C:11]([C:10]2[CH:9]=[C:8]([O:7][C:6]3[CH:5]=[CH:4][C:3]([C:1]#[N:2])=[CH:27][CH:26]=3)[N:16]=[C:15]([O:17][C:18]3[CH:19]=[CH:20][C:21]([C:24]#[N:25])=[CH:22][CH:23]=3)[CH:14]=2)=[O:12])[CH2:37][CH2:36]1)=[O:34])([CH3:31])([CH3:29])[CH3:30]. (9) Given the reactants [F:1][C:2]1[CH:3]=[CH:4][CH:5]=[C:6]2[C:10]=1[CH:9]([NH:11][C:12]1[CH:21]=[CH:20][C:19]3[C:14](=[CH:15][CH:16]=[C:17]([NH2:22])[CH:18]=3)[N:13]=1)[CH2:8][CH2:7]2.[CH:23]([N:26]=[C:27]=[O:28])([CH3:25])[CH3:24], predict the reaction product. The product is: [F:1][C:2]1[CH:3]=[CH:4][CH:5]=[C:6]2[C:10]=1[CH:9]([NH:11][C:12]1[CH:21]=[CH:20][C:19]3[C:14](=[CH:15][CH:16]=[C:17]([NH:22][C:27]([NH:26][CH:23]([CH3:25])[CH3:24])=[O:28])[CH:18]=3)[N:13]=1)[CH2:8][CH2:7]2.